Dataset: Reaction yield outcomes from USPTO patents with 853,638 reactions. Task: Predict the reaction yield, written as a fraction of the theoretical maximum amount of product (1.0 means a 100% yield; for example, 0.34 means a 34% yield). The reactants are [CH3:1][O:2][C:3]1[CH:4]=[C:5]2[C:10](=[CH:11][C:12]=1[O:13][CH3:14])[N:9]=[CH:8][CH:7]=[C:6]2[O:15][C:16]1[N:21]=[CH:20][C:19]([NH2:22])=[CH:18][CH:17]=1.[C:23]1([CH2:29][C:30]([N:32]=[C:33]=[S:34])=[O:31])[CH:28]=[CH:27][CH:26]=[CH:25][CH:24]=1. The catalyst is CCOC(C)=O.CO. The product is [CH3:1][O:2][C:3]1[CH:4]=[C:5]2[C:10](=[CH:11][C:12]=1[O:13][CH3:14])[N:9]=[CH:8][CH:7]=[C:6]2[O:15][C:16]1[N:21]=[CH:20][C:19]([NH:22][C:33]([NH:32][C:30](=[O:31])[CH2:29][C:23]2[CH:24]=[CH:25][CH:26]=[CH:27][CH:28]=2)=[S:34])=[CH:18][CH:17]=1. The yield is 0.297.